Task: Predict the product of the given reaction.. Dataset: Forward reaction prediction with 1.9M reactions from USPTO patents (1976-2016) (1) Given the reactants [CH3:1][O:2][C:3]1[CH:23]=[C:22]([C:24]([F:27])([F:26])[F:25])[CH:21]=[C:20]([C:28]([F:31])([F:30])[F:29])[C:4]=1[C:5]([NH:7][C:8]1([C:14]2[CH:19]=[CH:18][CH:17]=[CH:16][CH:15]=2)[CH2:13][CH2:12][CH2:11][NH:10][CH2:9]1)=[O:6].[CH2:32](N(C(C)C)C(C)C)[CH3:33].ICC, predict the reaction product. The product is: [CH2:32]([N:10]1[CH2:11][CH2:12][CH2:13][C:8]([NH:7][C:5](=[O:6])[C:4]2[C:20]([C:28]([F:31])([F:29])[F:30])=[CH:21][C:22]([C:24]([F:25])([F:26])[F:27])=[CH:23][C:3]=2[O:2][CH3:1])([C:14]2[CH:15]=[CH:16][CH:17]=[CH:18][CH:19]=2)[CH2:9]1)[CH3:33]. (2) Given the reactants [CH2:1]([O:3][C:4]([C:6]1[N:7]=[CH:8][C:9]2[C:14]([C:15]=1[OH:16])=[CH:13][CH:12]=[C:11](Br)[CH:10]=2)=[O:5])[CH3:2].[F:18][C:19]1[CH:24]=[CH:23][C:22]([Sn](CCCC)(CCCC)CCCC)=[CH:21][CH:20]=1, predict the reaction product. The product is: [CH2:1]([O:3][C:4]([C:6]1[N:7]=[CH:8][C:9]2[C:14]([C:15]=1[OH:16])=[CH:13][CH:12]=[C:11]([C:22]1[CH:23]=[CH:24][C:19]([F:18])=[CH:20][CH:21]=1)[CH:10]=2)=[O:5])[CH3:2]. (3) The product is: [CH3:33][O:32][C:29]1[CH:28]=[CH:27][C:26]([N:25]2[C:24](=[O:34])[C:23]3[C:18](=[CH:19][CH:20]=[CH:21][CH:22]=3)[NH:17][C:16]32[CH2:15][CH2:14][CH:13]([NH:12][C:5]2[CH:11]=[CH:10][CH:8]=[CH:7][CH:6]=2)[CH2:36][CH2:35]3)=[CH:31][CH:30]=1. Given the reactants S([C:5]1[CH:11]=[CH:10][C:8](C)=[CH:7][CH:6]=1)(O)(=O)=O.[NH2:12][CH:13]1[CH2:36][CH2:35][C:16]2([N:25]([C:26]3[CH:31]=[CH:30][C:29]([O:32][CH3:33])=[CH:28][CH:27]=3)[C:24](=[O:34])[C:23]3[C:18](=[CH:19][CH:20]=[CH:21][CH:22]=3)[NH:17]2)[CH2:15][CH2:14]1.IC1C=CC=CC=1.CC(C1C=C(C(C)C)C(C2C=CC=CC=2P(C2CCCCC2)C2CCCCC2)=C(C(C)C)C=1)C.C(=O)([O-])[O-].[Cs+].[Cs+], predict the reaction product. (4) Given the reactants [C:1](Cl)(=O)C.F[C:6](F)(F)[C:7]([OH:9])=O.[NH2:12][CH2:13][CH2:14][NH:15][C:16]1[N:25]=[C:24]([N:26]([C:28]2[CH:33]=[CH:32][C:31]([O:34][CH3:35])=[CH:30][CH:29]=2)[CH3:27])[C:23]2[C:18](=[CH:19][CH:20]=[CH:21][CH:22]=2)[N:17]=1.CCN(C(C)C)C(C)C, predict the reaction product. The product is: [CH3:35][O:34][C:31]1[CH:30]=[CH:29][C:28]([N:26]([CH3:27])[C:24]2[C:23]3[C:18](=[CH:19][CH:20]=[C:21]([CH3:1])[CH:22]=3)[N:17]=[C:16]([NH:15][CH2:14][CH2:13][NH:12][C:7](=[O:9])[CH3:6])[N:25]=2)=[CH:33][CH:32]=1. (5) Given the reactants [OH-].[Na+].[Cl:3][C:4]1[CH:5]=[C:6]([C:11]([CH:13]2[CH:15]([CH3:16])[CH:14]2[C:17]([O:19]C)=[O:18])=[O:12])[CH:7]=[CH:8][C:9]=1[Cl:10], predict the reaction product. The product is: [Cl:3][C:4]1[CH:5]=[C:6]([C:11]([CH:13]2[CH:15]([CH3:16])[CH:14]2[C:17]([OH:19])=[O:18])=[O:12])[CH:7]=[CH:8][C:9]=1[Cl:10]. (6) Given the reactants [N:1]1[CH:6]=[CH:5][C:4]([NH:7][C:8](=[O:30])[C:9]([C:11]2[C:19]3[C:14](=[CH:15][CH:16]=[CH:17][CH:18]=3)[N:13]([CH2:20][C:21]3[CH:26]=[CH:25][C:24]([N+:27]([O-])=O)=[CH:23][CH:22]=3)[CH:12]=2)=[O:10])=[CH:3][CH:2]=1.C(O)(C)C.[H][H], predict the reaction product. The product is: [N:1]1[CH:2]=[CH:3][C:4]([NH:7][C:8](=[O:30])[C:9]([C:11]2[C:19]3[C:14](=[CH:15][CH:16]=[CH:17][CH:18]=3)[N:13]([CH2:20][C:21]3[CH:22]=[CH:23][C:24]([NH2:27])=[CH:25][CH:26]=3)[CH:12]=2)=[O:10])=[CH:5][CH:6]=1. (7) Given the reactants [CH3:1][C:2]1[N:3]([C:11]2[CH:16]=[CH:15][CH:14]=[CH:13][CH:12]=2)[C:4]2[CH:9]=[CH:8][N:7]=[CH:6][C:5]=2[N:10]=1.C(Br)C1C=CC=CC=1, predict the reaction product. The product is: [CH3:1][C:2]1[N:3]([C:11]2[CH:16]=[CH:15][CH:14]=[CH:13][CH:12]=2)[C:4]2[CH2:9][CH2:8][NH:7][CH2:6][C:5]=2[N:10]=1. (8) Given the reactants Cl[C:2]1[CH:7]=[C:6]([C:8]#[N:9])[CH:5]=[CH:4][N:3]=1.[CH3:10][C:11]([O:14][C:15]([N:17]1[CH2:22][CH2:21][CH:20]([CH2:23][C:24]2[CH:25]=[C:26](B(O)O)[CH:27]=[CH:28][CH:29]=2)[CH2:19][CH2:18]1)=[O:16])([CH3:13])[CH3:12].C([O-])([O-])=O.[K+].[K+], predict the reaction product. The product is: [C:8]([C:6]1[CH:5]=[CH:4][N:3]=[C:2]([C:26]2[CH:25]=[C:24]([CH2:23][CH:20]3[CH2:19][CH2:18][N:17]([C:15]([O:14][C:11]([CH3:13])([CH3:12])[CH3:10])=[O:16])[CH2:22][CH2:21]3)[CH:29]=[CH:28][CH:27]=2)[CH:7]=1)#[N:9]. (9) Given the reactants [NH2:1][C:2]([CH3:38])([CH2:8][CH2:9][C:10]1[CH:11]=[C:12]2[C:35](=[CH:36][CH:37]=1)[C:16]1=[N:17][O:18][C:19]([C:20]3[CH:21]=[N:22][N:23]([C:29]4[CH:34]=[CH:33][CH:32]=[CH:31][CH:30]=4)[C:24]=3[C:25]([F:28])([F:27])[F:26])=[C:15]1[CH2:14][CH2:13]2)[C:3](OCC)=[O:4].[BH4-].[Na+].C(OCC)(=O)C.[Cl-].[NH4+], predict the reaction product. The product is: [NH2:1][C:2]([CH3:38])([CH2:8][CH2:9][C:10]1[CH:11]=[C:12]2[C:35](=[CH:36][CH:37]=1)[C:16]1=[N:17][O:18][C:19]([C:20]3[CH:21]=[N:22][N:23]([C:29]4[CH:30]=[CH:31][CH:32]=[CH:33][CH:34]=4)[C:24]=3[C:25]([F:28])([F:27])[F:26])=[C:15]1[CH2:14][CH2:13]2)[CH2:3][OH:4].